From a dataset of Forward reaction prediction with 1.9M reactions from USPTO patents (1976-2016). Predict the product of the given reaction. (1) Given the reactants [OH:1][CH2:2][CH2:3][CH2:4][O:5][C:6]1[CH:11]=[CH:10][C:9]([CH2:12][C@H:13]([O:17][CH3:18])[C:14]([OH:16])=[O:15])=[CH:8][CH:7]=1.[CH3:19][CH2:20][CH2:21][CH2:22][C:23]1[CH:24]=[CH:25][C:26](O)=[CH:27][CH:28]=1, predict the reaction product. The product is: [CH2:22]([C:23]1[CH:24]=[CH:25][C:26]([O:1][CH2:2][CH2:3][CH2:4][O:5][C:6]2[CH:11]=[CH:10][C:9]([CH2:12][C@H:13]([O:17][CH3:18])[C:14]([OH:16])=[O:15])=[CH:8][CH:7]=2)=[CH:27][CH:28]=1)[CH2:21][CH2:20][CH3:19]. (2) Given the reactants [Br:1][C:2]1[CH:9]=[CH:8][C:5]([CH:6]=O)=[CH:4][C:3]=1[F:10].[C:11]1([C:17](=O)[CH2:18][C:19]2[CH:24]=[CH:23][CH:22]=[CH:21][CH:20]=2)[CH:16]=[CH:15][CH:14]=[CH:13][CH:12]=1.[NH2:26][C:27]([NH2:29])=[O:28], predict the reaction product. The product is: [Br:1][C:2]1[CH:9]=[CH:8][C:5]([CH:6]2[C:18]([C:19]3[CH:24]=[CH:23][CH:22]=[CH:21][CH:20]=3)=[C:17]([C:11]3[CH:16]=[CH:15][CH:14]=[CH:13][CH:12]=3)[NH:29][C:27](=[O:28])[NH:26]2)=[CH:4][C:3]=1[F:10]. (3) Given the reactants [C:1]([C:3]1[CH:4]=[C:5]([C:14]2[O:18][N:17]=[C:16]([C:19]3[CH:27]=[CH:26][C:25]4[NH:24][C:23]5[CH:28]([CH2:31][C:32]([O:34]C)=[O:33])[CH2:29][CH2:30][C:22]=5[C:21]=4[CH:20]=3)[N:15]=2)[CH:6]=[C:7]([O:9][C:10]([F:13])([F:12])[F:11])[CH:8]=1)#[N:2].[Br-].[Li+].Cl.CCOC(C)=O, predict the reaction product. The product is: [C:1]([C:3]1[CH:4]=[C:5]([C:14]2[O:18][N:17]=[C:16]([C:19]3[CH:27]=[CH:26][C:25]4[NH:24][C:23]5[CH:28]([CH2:31][C:32]([OH:34])=[O:33])[CH2:29][CH2:30][C:22]=5[C:21]=4[CH:20]=3)[N:15]=2)[CH:6]=[C:7]([O:9][C:10]([F:13])([F:11])[F:12])[CH:8]=1)#[N:2]. (4) Given the reactants [C:1]1([CH3:15])[CH:6]=[CH:5][C:4]([NH:7][C:8]2[CH:13]=[CH:12][C:11]([CH3:14])=[CH:10][CH:9]=2)=[CH:3][CH:2]=1.Br[C:17]1[CH:18]=[C:19]([OH:23])[CH:20]=[CH:21][CH:22]=1.CC([O-])(C)C.[Na+].C1(C)C=CC=CC=1, predict the reaction product. The product is: [C:11]1([CH3:14])[CH:12]=[CH:13][C:8]([N:7]([C:4]2[CH:3]=[CH:2][C:1]([CH3:15])=[CH:6][CH:5]=2)[C:17]2[CH:18]=[C:19]([OH:23])[CH:20]=[CH:21][CH:22]=2)=[CH:9][CH:10]=1. (5) Given the reactants [F:1][C:2]([F:33])([F:32])[C:3]1[CH:4]=[C:5]([NH:9][C:10]([N:12]2[C:20]3[C:15](=[CH:16][C:17]([O:21][C:22]4[CH:27]=[CH:26][N:25]=[C:24]([CH2:28][N:29]=[N+]=[N-])[CH:23]=4)=[CH:18][CH:19]=3)[CH:14]=[CH:13]2)=[O:11])[CH:6]=[CH:7][CH:8]=1.[H-].[Al+3].[Li+].[H-].[H-].[H-], predict the reaction product. The product is: [F:33][C:2]([F:1])([F:32])[C:3]1[CH:4]=[C:5]([NH:9][C:10]([N:12]2[C:20]3[C:15](=[CH:16][C:17]([O:21][C:22]4[CH:27]=[CH:26][N:25]=[C:24]([CH2:28][NH2:29])[CH:23]=4)=[CH:18][CH:19]=3)[CH:14]=[CH:13]2)=[O:11])[CH:6]=[CH:7][CH:8]=1. (6) Given the reactants [CH3:1][C:2]1[O:3][C:4]2[CH:10]=[C:9]([C:11]([OH:13])=O)[CH:8]=[CH:7][C:5]=2[N:6]=1.O=S(Cl)[Cl:16], predict the reaction product. The product is: [CH3:1][C:2]1[O:3][C:4]2[CH:10]=[C:9]([C:11]([Cl:16])=[O:13])[CH:8]=[CH:7][C:5]=2[N:6]=1. (7) Given the reactants [NH2:1][C:2]1[CH:3]=[C:4]([OH:10])[CH:5]=[C:6]([O:8][CH3:9])[CH:7]=1.[C:11]([O-])([O-])=O.[Cs+].[Cs+].ClC[CH2:19][O:20][CH2:21][CH2:22][O:23][CH2:24][CH2:25][OH:26], predict the reaction product. The product is: [CH3:7][CH2:6][CH2:5][CH:4]([CH3:3])[CH3:11].[NH2:1][C:2]1[CH:7]=[C:6]([CH:5]=[C:4]([O:10][CH3:11])[CH:3]=1)[O:8][CH2:9][CH2:19][O:20][CH2:21][CH2:22][O:23][CH2:24][CH2:25][OH:26].